Dataset: Reaction yield outcomes from USPTO patents with 853,638 reactions. Task: Predict the reaction yield, written as a fraction of the theoretical maximum amount of product (1.0 means a 100% yield; for example, 0.34 means a 34% yield). The reactants are I[C:2]1[CH:3]=[C:4]([O:12][CH3:13])[C:5]([I:11])=[CH:6][C:7]=1[N+:8]([O-:10])=[O:9].C1([Mg]Cl)C=CC=CC=1.[CH3:22][C:23]([CH3:27])([CH3:26])[CH:24]=[O:25]. The catalyst is C1COCC1. The product is [I:11][C:5]1[C:4]([O:12][CH3:13])=[CH:3][C:2]([CH:24]([OH:25])[C:23]([CH3:27])([CH3:26])[CH3:22])=[C:7]([N+:8]([O-:10])=[O:9])[CH:6]=1. The yield is 0.720.